Dataset: Forward reaction prediction with 1.9M reactions from USPTO patents (1976-2016). Task: Predict the product of the given reaction. Given the reactants [C:1]([O:4][CH:5]1[CH:10](Br)[CH2:9][CH2:8][N:7]([C:12]([O:14][CH2:15][CH3:16])=[O:13])[CH2:6]1)(=[O:3])[CH3:2].C1CCN2C(=NCCC2)CC1, predict the reaction product. The product is: [C:1]([O:4][CH:5]1[CH2:6][N:7]([C:12]([O:14][CH2:15][CH3:16])=[O:13])[CH2:8][CH:9]=[CH:10]1)(=[O:3])[CH3:2].